This data is from Experimentally validated miRNA-target interactions with 360,000+ pairs, plus equal number of negative samples. The task is: Binary Classification. Given a miRNA mature sequence and a target amino acid sequence, predict their likelihood of interaction. The miRNA is hsa-miR-128-3p with sequence UCACAGUGAACCGGUCUCUUU. The protein sequence of the target gene is MSGARCRTLYPFSGERHGQGLRFAAGELITLLQVPDGGWWEGEKEDGLRGWFPASYVQLLEKPGMVPPPPGEESQTVILPPGWQSYLSPQGRRYYVNTTTNETTWERPSSSPGIPASPGSHRSSLPPTVNGYHASGTPAHPPETAHMSVRKSTGDSQNLGSSSPSKKQSKENTITINCVTFPHPDTMPEQQLLKPTEWSYCDYFWADKKDPQGNGTVAGFELLLQKQLKGKQMQKEMSEFIRERIKIEEDYAKNLAKLSQNSLASQEEGSLGEAWAQVKKSLADEAEVHLKFSAKLHSEV.... Result: 1 (interaction).